From a dataset of Forward reaction prediction with 1.9M reactions from USPTO patents (1976-2016). Predict the product of the given reaction. (1) Given the reactants [C:1]([C:5]1[CH:10]=[CH:9][C:8]([S:11]([N:14]([CH2:24][C:25]([OH:27])=O)[C:15]2[CH:20]=[CH:19][CH:18]=[C:17]([N:21]([CH3:23])[CH3:22])[CH:16]=2)(=[O:13])=[O:12])=[CH:7][CH:6]=1)([CH3:4])([CH3:3])[CH3:2].[CH2:28]([NH:30][CH2:31][C:32]1[N:37]=[C:36]([N:38]([CH3:40])[CH3:39])[CH:35]=[CH:34][CH:33]=1)[CH3:29], predict the reaction product. The product is: [C:1]([C:5]1[CH:6]=[CH:7][C:8]([S:11]([N:14]([C:15]2[CH:20]=[CH:19][CH:18]=[C:17]([N:21]([CH3:22])[CH3:23])[CH:16]=2)[CH2:24][C:25]([N:30]([CH2:31][C:32]2[CH:33]=[CH:34][CH:35]=[C:36]([N:38]([CH3:39])[CH3:40])[N:37]=2)[CH2:28][CH3:29])=[O:27])(=[O:12])=[O:13])=[CH:9][CH:10]=1)([CH3:4])([CH3:3])[CH3:2]. (2) Given the reactants [C:1]([O:5][C@@H:6]([C:9]1[C:10]([C:22]2[CH:27]=[CH:26][C:25]([Cl:28])=[CH:24][CH:23]=2)=[C:11]2[C:16](=[CH:17][C:18]=1[CH3:19])[N:15]=[C:14]([NH:20][NH2:21])[CH:13]=[CH:12]2)[CH2:7][OH:8])([CH3:4])([CH3:3])[CH3:2].[CH:29](OCC)(OCC)OCC, predict the reaction product. The product is: [C:1]([O:5][C@@H:6]([C:9]1[C:10]([C:22]2[CH:27]=[CH:26][C:25]([Cl:28])=[CH:24][CH:23]=2)=[C:11]2[C:16](=[CH:17][C:18]=1[CH3:19])[N:15]1[CH:29]=[N:21][N:20]=[C:14]1[CH:13]=[CH:12]2)[CH2:7][OH:8])([CH3:4])([CH3:2])[CH3:3]. (3) The product is: [CH:36]1([C:33]2[N:32]=[CH:31][C:30]([C:26]3[CH:25]=[C:24]([C:22]4[CH2:21][C:20](=[O:39])[NH:19][C:9]5[CH:10]=[C:11]([C:15]([F:18])([F:17])[F:16])[C:12]([CH3:14])=[CH:13][C:8]=5[N:7]=4)[CH:29]=[CH:28][CH:27]=3)=[CH:35][CH:34]=2)[CH2:38][CH2:37]1. Given the reactants C(OC(=O)[NH:7][C:8]1[CH:13]=[C:12]([CH3:14])[C:11]([C:15]([F:18])([F:17])[F:16])=[CH:10][C:9]=1[NH:19][C:20](=[O:39])[CH2:21][C:22]([C:24]1[CH:29]=[CH:28][CH:27]=[C:26]([C:30]2[CH:31]=[N:32][C:33]([CH:36]3[CH2:38][CH2:37]3)=[CH:34][CH:35]=2)[CH:25]=1)=O)(C)(C)C.C(O)(C(F)(F)F)=O, predict the reaction product.